This data is from Forward reaction prediction with 1.9M reactions from USPTO patents (1976-2016). The task is: Predict the product of the given reaction. (1) Given the reactants [Cl:1][C:2]1[CH:7]=[CH:6][C:5]([C:8]([F:11])([F:10])[F:9])=[CH:4][N:3]=1.ClC1C=CC=C(C(OO)=[O:20])C=1.S([O-])([O-])(=O)=S.[Na+].[Na+].C(=O)([O-])O.[Na+], predict the reaction product. The product is: [Cl:1][C:2]1[CH:7]=[CH:6][C:5]([C:8]([F:9])([F:10])[F:11])=[CH:4][N+:3]=1[O-:20]. (2) The product is: [CH3:25][O:24][C:7]1[CH:6]=[CH:5][C:4]2[N:3]=[C:2]([NH:45][C:42]3[CH:41]=[CH:40][C:39]([N:36]4[CH2:37][CH2:38][NH:33][CH2:34][CH2:35]4)=[CH:44][CH:43]=3)[C:11]3=[N:12][NH:13][CH:14]=[C:10]3[C:9]=2[CH:8]=1. Given the reactants Cl[C:2]1[C:11]2=[N:12][N:13](CC3C=CC(OC)=CC=3)[CH:14]=[C:10]2[C:9]2[CH:8]=[C:7]([O:24][CH3:25])[CH:6]=[CH:5][C:4]=2[N:3]=1.C(OC([N:33]1[CH2:38][CH2:37][N:36]([C:39]2[CH:44]=[CH:43][C:42]([NH2:45])=[CH:41][CH:40]=2)[CH2:35][CH2:34]1)=O)(C)(C)C.Cl, predict the reaction product. (3) Given the reactants [Cl:1][C:2]1[CH:7]=[CH:6][C:5]([N:8]=[C:9]=[O:10])=[CH:4][N:3]=1.[F:11][C:12]([F:33])([F:32])[C@@H:13]([OH:31])[CH2:14][N:15]1[CH2:20][CH2:19][CH2:18][CH:17]([C:21]2[CH:26]=[CH:25][CH:24]=[C:23]([C:27]([F:30])([F:29])[F:28])[CH:22]=2)[CH2:16]1, predict the reaction product. The product is: [F:33][C:12]([F:11])([F:32])[C@@H:13]([O:31][C:9](=[O:10])[NH:8][C:5]1[CH:4]=[N:3][C:2]([Cl:1])=[CH:7][CH:6]=1)[CH2:14][N:15]1[CH2:20][CH2:19][CH2:18][CH:17]([C:21]2[CH:26]=[CH:25][CH:24]=[C:23]([C:27]([F:28])([F:29])[F:30])[CH:22]=2)[CH2:16]1. (4) Given the reactants C([O:3][C:4](=[O:34])[C:5]([S:8][C:9]1[CH:14]=[CH:13][C:12]([O:15][CH2:16][CH2:17][N:18]2[C:23](=[O:24])[C:22]3[N:25]([CH3:31])[N:26]=[C:27]([CH2:28][CH2:29][CH3:30])[C:21]=3[N:20]=[C:19]2[CH2:32][CH3:33])=[CH:11][CH:10]=1)([CH3:7])[CH3:6])C.C(=O)([O-])[O-].[Na+].[Na+], predict the reaction product. The product is: [CH2:32]([C:19]1[N:18]([CH2:17][CH2:16][O:15][C:12]2[CH:13]=[CH:14][C:9]([S:8][C:5]([CH3:7])([CH3:6])[C:4]([OH:34])=[O:3])=[CH:10][CH:11]=2)[C:23](=[O:24])[C:22]2[N:25]([CH3:31])[N:26]=[C:27]([CH2:28][CH2:29][CH3:30])[C:21]=2[N:20]=1)[CH3:33]. (5) Given the reactants N#N.[Cl:3][C:4]1[CH:17]=[CH:16][C:7]2[N:8]([CH3:15])[C:9](=[O:14])[CH2:10][NH:11][C:12](=O)[C:6]=2[CH:5]=1.O=P(Cl)(Cl)[Cl:20], predict the reaction product. The product is: [Cl:20][C:12]1[C:6]2[CH:5]=[C:4]([Cl:3])[CH:17]=[CH:16][C:7]=2[N:8]([CH3:15])[C:9](=[O:14])[CH2:10][N:11]=1. (6) Given the reactants [CH3:1][C@H:2]([CH2:22][CH:23]=[CH2:24])[C:3]([O:5][CH2:6][C@H:7]([NH:14][C:15](=[O:21])[C@@H:16]([CH3:20])[CH2:17]C=C)[C:8]1[CH:13]=[CH:12][CH:11]=[CH:10][CH:9]=1)=[O:4], predict the reaction product. The product is: [CH3:20][C@H:16]1[CH2:17][CH:24]=[CH:23][CH2:22][C@@H:2]([CH3:1])[C:3](=[O:4])[O:5][CH2:6][C@@H:7]([C:8]2[CH:9]=[CH:10][CH:11]=[CH:12][CH:13]=2)[NH:14][C:15]1=[O:21]. (7) Given the reactants [CH2:1]([N:3]1[CH2:8][C:7]([CH3:10])([CH3:9])[O:6][C:5](=[O:11])[CH:4]1[CH2:12][C:13]([OH:15])=O)[CH3:2].C(N(C(C)C)CC)(C)C.CN(C(ON1N=NC2C=CC=NC1=2)=[N+](C)C)C.F[P-](F)(F)(F)(F)F.[C:49]1([N:55]2[CH2:60][CH2:59][NH:58][CH2:57][CH2:56]2)[CH:54]=[CH:53][CH:52]=[CH:51][CH:50]=1, predict the reaction product. The product is: [CH2:1]([N:3]1[CH2:8][C:7]([CH3:9])([CH3:10])[O:6][C:5](=[O:11])[CH:4]1[CH2:12][C:13](=[O:15])[N:58]1[CH2:59][CH2:60][N:55]([C:49]2[CH:54]=[CH:53][CH:52]=[CH:51][CH:50]=2)[CH2:56][CH2:57]1)[CH3:2].